From a dataset of Peptide-MHC class I binding affinity with 185,985 pairs from IEDB/IMGT. Regression. Given a peptide amino acid sequence and an MHC pseudo amino acid sequence, predict their binding affinity value. This is MHC class I binding data. The peptide sequence is FLYLLNKKNK. The MHC is HLA-A11:01 with pseudo-sequence HLA-A11:01. The binding affinity (normalized) is 0.430.